Dataset: Catalyst prediction with 721,799 reactions and 888 catalyst types from USPTO. Task: Predict which catalyst facilitates the given reaction. (1) Reactant: CO[C:3]([C:5]1[N:6]=[C:7]([C:23]#[N:24])[C:8]2[C:13]([C:14]=1[OH:15])=[CH:12][CH:11]=[C:10]([O:16][C:17]1[CH:22]=[CH:21][CH:20]=[CH:19][CH:18]=1)[CH:9]=2)=[O:4].[CH3:25][O:26][C:27]([C:29]1([CH2:35][NH2:36])[CH2:34][CH2:33][O:32][CH2:31][CH2:30]1)=[O:28]. Product: [CH3:25][O:26][C:27]([C:29]1([CH2:35][NH:36][C:3]([C:5]2[N:6]=[C:7]([C:23]#[N:24])[C:8]3[C:13]([C:14]=2[OH:15])=[CH:12][CH:11]=[C:10]([O:16][C:17]2[CH:18]=[CH:19][CH:20]=[CH:21][CH:22]=2)[CH:9]=3)=[O:4])[CH2:34][CH2:33][O:32][CH2:31][CH2:30]1)=[O:28]. The catalyst class is: 5. (2) Reactant: [C:1]([C:3]1[CH:8]=[CH:7][C:6]([C:9]2[N:13]3[CH:14]=[C:15]([C:18]4[CH:26]=[CH:25][C:21]([C:22]([OH:24])=O)=[C:20]([F:27])[CH:19]=4)[CH:16]=[CH:17][C:12]3=[N:11][CH:10]=2)=[CH:5][CH:4]=1)#[N:2].CN1CCOCC1.CN(C(ON1N=NC2C=CC=NC1=2)=[N+](C)C)C.F[P-](F)(F)(F)(F)F.[CH3:59][N:60]1[CH2:65][CH2:64][NH:63][CH2:62][CH2:61]1. Product: [F:27][C:20]1[CH:19]=[C:18]([C:15]2[CH:16]=[CH:17][C:12]3[N:13]([C:9]([C:6]4[CH:7]=[CH:8][C:3]([C:1]#[N:2])=[CH:4][CH:5]=4)=[CH:10][N:11]=3)[CH:14]=2)[CH:26]=[CH:25][C:21]=1[C:22]([N:63]1[CH2:64][CH2:65][N:60]([CH3:59])[CH2:61][CH2:62]1)=[O:24]. The catalyst class is: 31.